From a dataset of Forward reaction prediction with 1.9M reactions from USPTO patents (1976-2016). Predict the product of the given reaction. Given the reactants [CH:1]1([C@H:4]([OH:6])[CH3:5])[CH2:3][CH2:2]1.[H-].[Na+].[CH2:9]([N:16]1[CH2:22][C:21]2[N:23]=[CH:24][C:25](Cl)=[N:26][C:20]=2[O:19][CH2:18][CH2:17]1)[C:10]1[CH:15]=[CH:14][CH:13]=[CH:12][CH:11]=1.C1C=CC(P(C2C(C3C(P(C4C=CC=CC=4)C4C=CC=CC=4)=CC=C4C=3C=CC=C4)=C3C(C=CC=C3)=CC=2)C2C=CC=CC=2)=CC=1, predict the reaction product. The product is: [CH2:9]([N:16]1[CH2:22][C:21]2[N:23]=[CH:24][C:25]([O:6][C@@H:4]([CH:1]3[CH2:3][CH2:2]3)[CH3:5])=[N:26][C:20]=2[O:19][CH2:18][CH2:17]1)[C:10]1[CH:11]=[CH:12][CH:13]=[CH:14][CH:15]=1.